This data is from Merck oncology drug combination screen with 23,052 pairs across 39 cell lines. The task is: Regression. Given two drug SMILES strings and cell line genomic features, predict the synergy score measuring deviation from expected non-interaction effect. (1) Drug 1: O=C(NOCC(O)CO)c1ccc(F)c(F)c1Nc1ccc(I)cc1F. Drug 2: CNC(=O)c1cc(Oc2ccc(NC(=O)Nc3ccc(Cl)c(C(F)(F)F)c3)cc2)ccn1. Cell line: NCIH460. Synergy scores: synergy=27.8. (2) Drug 1: Cn1c(=O)n(-c2ccc(C(C)(C)C#N)cc2)c2c3cc(-c4cnc5ccccc5c4)ccc3ncc21. Drug 2: Cn1cc(-c2cnn3c(N)c(Br)c(C4CCCNC4)nc23)cn1. Synergy scores: synergy=27.2. Cell line: VCAP.